This data is from TCR-epitope binding with 47,182 pairs between 192 epitopes and 23,139 TCRs. The task is: Binary Classification. Given a T-cell receptor sequence (or CDR3 region) and an epitope sequence, predict whether binding occurs between them. (1) The epitope is PKYVKQNTLKLAT. The TCR CDR3 sequence is CASSILGTAYTDTQYF. Result: 1 (the TCR binds to the epitope). (2) The epitope is RLRPGGKKK. The TCR CDR3 sequence is CASSQSPSGTQYF. Result: 0 (the TCR does not bind to the epitope). (3) The epitope is LLQTGIHVRVSQPSL. The TCR CDR3 sequence is CSASDREGHPDTQYF. Result: 1 (the TCR binds to the epitope).